Dataset: Full USPTO retrosynthesis dataset with 1.9M reactions from patents (1976-2016). Task: Predict the reactants needed to synthesize the given product. (1) Given the product [N:1]1([S:11]([C:14]2[CH:15]=[C:16]([N:20]3[C:25](=[O:26])[C:24]4=[C:27]([CH2:36][N:35]([CH2:33][CH2:34][O:46][CH3:45])[CH3:38])[S:28][CH:29]=[C:23]4[NH:22][C:21]3=[O:32])[CH:17]=[CH:18][CH:19]=2)(=[O:13])=[O:12])[C:10]2[C:5](=[CH:6][CH:7]=[CH:8][CH:9]=2)[CH2:4][CH2:3][CH2:2]1, predict the reactants needed to synthesize it. The reactants are: [N:1]1([S:11]([C:14]2[CH:15]=[C:16]([N:20]3[C:25](=[O:26])[C:24]4=[C:27](CO)[S:28][CH:29]=[C:23]4[NH:22][C:21]3=[O:32])[CH:17]=[CH:18][CH:19]=2)(=[O:13])=[O:12])[C:10]2[C:5](=[CH:6][CH:7]=[CH:8][CH:9]=2)[CH2:4][CH2:3][CH2:2]1.[CH2:33]([N:35]([CH2:38]C)[CH2:36]C)[CH3:34].S(Cl)(C)(=O)=O.[CH3:45][O:46]CCNC. (2) The reactants are: Br[C:2]1[C:7]2[S:8][C:9]([C:11]3[C:16]([Cl:17])=[CH:15][CH:14]=[CH:13][C:12]=3[Cl:18])=[N:10][C:6]=2[CH:5]=[CH:4][N:3]=1.[NH:19]1[CH:23]=[C:22]([NH2:24])[CH:21]=[N:20]1.CC1(C)C2C(=C(P(C3C=CC=CC=3)C3C=CC=CC=3)C=CC=2)OC2C(P(C3C=CC=CC=3)C3C=CC=CC=3)=CC=CC1=2.C([O-])([O-])=O.[Cs+].[Cs+]. Given the product [Cl:18][C:12]1[CH:13]=[CH:14][CH:15]=[C:16]([Cl:17])[C:11]=1[C:9]1[S:8][C:7]2[C:2]([NH:24][C:22]3[CH:23]=[N:19][NH:20][CH:21]=3)=[N:3][CH:4]=[CH:5][C:6]=2[N:10]=1, predict the reactants needed to synthesize it. (3) The reactants are: [NH:1]1[C:9]2[C:4](=[N:5][C:6]([C:10](=[O:12])[CH3:11])=[CH:7][CH:8]=2)[CH:3]=[CH:2]1.[Cl:13]N1C(=O)CCC1=O. Given the product [Cl:13][C:3]1[C:4]2=[N:5][C:6]([C:10](=[O:12])[CH3:11])=[CH:7][CH:8]=[C:9]2[NH:1][CH:2]=1, predict the reactants needed to synthesize it. (4) Given the product [Br:39][CH2:34][C:24]1[CH:25]=[C:26]([NH:29][S:30]([CH3:33])(=[O:31])=[O:32])[CH:27]=[CH:28][C:23]=1/[CH:22]=[CH:21]/[C:7]1[CH:8]=[C:9]([C:11]2[C:12](=[O:19])[NH:13][C:14]([O:17][CH3:18])=[CH:15][CH:16]=2)[CH:10]=[C:5]([C:1]([CH3:4])([CH3:2])[CH3:3])[C:6]=1[O:37][CH3:38], predict the reactants needed to synthesize it. The reactants are: [C:1]([C:5]1[C:6]([O:37][CH3:38])=[C:7](/[CH:21]=[CH:22]/[C:23]2[CH:28]=[CH:27][C:26]([NH:29][S:30]([CH3:33])(=[O:32])=[O:31])=[CH:25][C:24]=2[CH2:34]OC)[CH:8]=[C:9]([C:11]2[C:12]([O:19]C)=[N:13][C:14]([O:17][CH3:18])=[CH:15][CH:16]=2)[CH:10]=1)([CH3:4])([CH3:3])[CH3:2].[BrH:39].C([O-])(O)=O.[Na+]. (5) Given the product [CH3:41][C@H:31]([NH:30][C:28]([C:27]1[C:21]2[C:22](=[N:23][CH:24]=[C:19]([CH:16]3[CH2:17][CH2:18]3)[N:20]=2)[N:25]([CH2:42][O:43][CH2:44][CH2:45][Si:46]([CH3:49])([CH3:48])[CH3:47])[CH:26]=1)=[O:29])[C:32]([CH3:39])([CH3:40])[CH2:33][S:2][CH3:1], predict the reactants needed to synthesize it. The reactants are: [CH3:1][S-:2].[Na+].O.C(OCC)(=O)C.C(=O)(O)[O-].[Na+].[CH:16]1([C:19]2[N:20]=[C:21]3[C:27]([C:28]([NH:30][C@@H:31]([CH3:41])[C:32]([CH3:40])([CH3:39])[CH2:33]OS(C)(=O)=O)=[O:29])=[CH:26][N:25]([CH2:42][O:43][CH2:44][CH2:45][Si:46]([CH3:49])([CH3:48])[CH3:47])[C:22]3=[N:23][CH:24]=2)[CH2:18][CH2:17]1.